Dataset: Forward reaction prediction with 1.9M reactions from USPTO patents (1976-2016). Task: Predict the product of the given reaction. (1) Given the reactants [F:1][C:2]([F:15])([F:14])[C:3]1[CH:12]=[C:11]2[C:6]([CH2:7][CH2:8][NH:9][C:10]2=[O:13])=[CH:5][CH:4]=1.Br[C:17]1[CH:18]=[N:19][CH:20]=[C:21]([F:23])[CH:22]=1.P([O-])([O-])([O-])=O.[K+].[K+].[K+], predict the reaction product. The product is: [F:23][C:21]1[CH:22]=[C:17]([N:9]2[CH2:8][CH2:7][C:6]3[C:11](=[CH:12][C:3]([C:2]([F:1])([F:14])[F:15])=[CH:4][CH:5]=3)[C:10]2=[O:13])[CH:18]=[N:19][CH:20]=1. (2) The product is: [NH:36]1[CH2:41][CH2:40][NH:39][CH2:38][CH2:37]1.[OH:1][C:2]1[CH:7]=[CH:6][C:5]([CH2:8][CH2:9][S:10][CH:11]([CH2:15][C:16]2[CH:21]=[CH:20][C:19]([CH2:22][CH2:23][O:24][C:25]3[CH:26]=[CH:27][C:28]([O:31][S:32]([CH3:35])(=[O:34])=[O:33])=[CH:29][CH:30]=3)=[CH:18][CH:17]=2)[C:12]([OH:14])=[O:13])=[CH:4][CH:3]=1. Given the reactants [OH:1][C:2]1[CH:7]=[CH:6][C:5]([CH2:8][CH2:9][S:10][CH:11]([CH2:15][C:16]2[CH:21]=[CH:20][C:19]([CH2:22][CH2:23][O:24][C:25]3[CH:30]=[CH:29][C:28]([O:31][S:32]([CH3:35])(=[O:34])=[O:33])=[CH:27][CH:26]=3)=[CH:18][CH:17]=2)[C:12]([OH:14])=[O:13])=[CH:4][CH:3]=1.[NH:36]1[CH2:41][CH2:40][NH:39][CH2:38][CH2:37]1, predict the reaction product.